Dataset: Reaction yield outcomes from USPTO patents with 853,638 reactions. Task: Predict the reaction yield, written as a fraction of the theoretical maximum amount of product (1.0 means a 100% yield; for example, 0.34 means a 34% yield). (1) The product is [CH3:13][O:14][C:15]1[CH:16]=[C:17]([NH:23][CH2:24][C:25]2[CH:26]=[CH:27][C:28]([C:29]([NH:12][C:8]3[CH:9]=[CH:10][CH:11]=[C:6]([C:2]4[S:1][CH:5]=[CH:4][CH:3]=4)[CH:7]=3)=[O:30])=[CH:32][CH:33]=2)[CH:18]=[CH:19][C:20]=1[O:21][CH3:22]. The reactants are [S:1]1[CH:5]=[CH:4][CH:3]=[C:2]1[C:6]1[CH:7]=[C:8]([NH2:12])[CH:9]=[CH:10][CH:11]=1.[CH3:13][O:14][C:15]1[CH:16]=[C:17]([NH:23][CH2:24][C:25]2[CH:33]=[CH:32][C:28]([C:29](O)=[O:30])=[CH:27][CH:26]=2)[CH:18]=[CH:19][C:20]=1[O:21][CH3:22].F[P-](F)(F)(F)(F)F.N1(O[P+](N(C)C)(N(C)C)N(C)C)C2C=CC=CC=2N=N1. The yield is 0.250. The catalyst is CN(C=O)C. (2) The reactants are O1CCCOB1[C:7]1[CH:14]=[CH:13][CH:12]=[CH:11][C:8]=1[C:9]#[N:10].Br[C:16]1[CH:22]=[C:21]([CH2:23][CH2:24][CH2:25][CH3:26])[CH:20]=[CH:19][C:17]=1[NH2:18].C(=O)([O-])[O-].[K+].[K+].C(O)C. The catalyst is C1(C)C=CC=CC=1.C1C=CC([P]([Pd]([P](C2C=CC=CC=2)(C2C=CC=CC=2)C2C=CC=CC=2)([P](C2C=CC=CC=2)(C2C=CC=CC=2)C2C=CC=CC=2)[P](C2C=CC=CC=2)(C2C=CC=CC=2)C2C=CC=CC=2)(C2C=CC=CC=2)C2C=CC=CC=2)=CC=1. The product is [CH2:23]([C:21]1[CH:22]=[CH:16][C:17]2[C:19](=[C:7]3[C:8](=[C:9]([NH2:10])[N:18]=2)[CH:11]=[CH:12][CH:13]=[CH:14]3)[CH:20]=1)[CH2:24][CH2:25][CH3:26]. The yield is 0.659. (3) The reactants are [N+:1]([C:4]1[CH:5]=[N:6][NH:7][CH:8]=1)([O-:3])=[O:2].C([O-])([O-])=O.[K+].[K+].Br[CH2:16][C:17]1([CH3:21])[CH2:20][O:19][CH2:18]1. The catalyst is CC#N. The product is [CH3:16][C:17]1([CH2:21][N:6]2[CH:5]=[C:4]([N+:1]([O-:3])=[O:2])[CH:8]=[N:7]2)[CH2:20][O:19][CH2:18]1. The yield is 0.730. (4) The reactants are I[C:2]1[C:3]2[S:11][CH:10]=[C:9]([C:12]3[CH:17]=[CH:16][C:15]([O:18][C:19]4[CH:24]=[CH:23][CH:22]=[CH:21][CH:20]=4)=[CH:14][CH:13]=3)[C:4]=2[C:5]([NH2:8])=[N:6][CH:7]=1.[C:25]([O:29][C:30]([CH3:33])([CH3:32])[CH3:31])(=[O:28])[CH:26]=[CH2:27].C1C=CC(P(C2C=CC=CC=2)C2C=CC=CC=2)=CC=1.C([O-])([O-])=O.[Na+].[Na+]. The catalyst is CC([O-])=O.CC([O-])=O.[Pd+2].CN(C=O)C. The product is [NH2:8][C:5]1[C:4]2[C:9]([C:12]3[CH:17]=[CH:16][C:15]([O:18][C:19]4[CH:24]=[CH:23][CH:22]=[CH:21][CH:20]=4)=[CH:14][CH:13]=3)=[CH:10][S:11][C:3]=2[C:2](/[CH:27]=[CH:26]/[C:25]([O:29][C:30]([CH3:33])([CH3:32])[CH3:31])=[O:28])=[CH:7][N:6]=1. The yield is 0.760. (5) The reactants are [Cl:1][C:2]1[CH:7]=[C:6](Cl)[N:5]2[N:9]=[C:10]([C:12]3[CH:17]=[CH:16][C:15]([Cl:18])=[CH:14][CH:13]=3)[CH:11]=[C:4]2[N:3]=1.[NH:19]1[CH2:24][CH2:23][O:22][CH2:21][CH2:20]1. The catalyst is O1CCOCC1. The product is [Cl:1][C:2]1[CH:7]=[C:6]([N:19]2[CH2:24][CH2:23][O:22][CH2:21][CH2:20]2)[N:5]2[N:9]=[C:10]([C:12]3[CH:17]=[CH:16][C:15]([Cl:18])=[CH:14][CH:13]=3)[CH:11]=[C:4]2[N:3]=1. The yield is 0.940. (6) The catalyst is O1CCOCC1. The reactants are OC[C@H](N[C:11](=[O:23])[C@@H:12]([CH3:22])[CH2:13][CH2:14][CH2:15][C:16]1[CH:21]=[CH:20][CH:19]=[CH:18][CH:17]=1)C1C=CC=CC=1.S(=O)(=O)(O)[OH:25]. The yield is 1.00. The product is [CH3:22][C@@H:12]([CH2:13][CH2:14][CH2:15][C:16]1[CH:17]=[CH:18][CH:19]=[CH:20][CH:21]=1)[C:11]([OH:23])=[O:25]. (7) The reactants are C(OC([NH:8][C:9]1[CH2:10][C:11]([C:33](=[O:49])[N:34]([CH2:38][CH2:39][CH2:40][O:41][Si](C(C)(C)C)(C)C)[CH2:35][CH2:36][CH3:37])=[CH:12][C:13]2[CH:19]=[CH:18][C:17]([C:20]3[CH:25]=[CH:24][C:23]([CH2:26][C:27]([O:29][CH2:30][CH2:31][F:32])=[O:28])=[CH:22][CH:21]=3)=[CH:16][C:14]=2[N:15]=1)=O)(C)(C)C. The catalyst is ClCCl.C(O)(C(F)(F)F)=O. The product is [NH2:8][C:9]1[CH2:10][C:11]([C:33](=[O:49])[N:34]([CH2:38][CH2:39][CH2:40][OH:41])[CH2:35][CH2:36][CH3:37])=[CH:12][C:13]2[CH:19]=[CH:18][C:17]([C:20]3[CH:25]=[CH:24][C:23]([CH2:26][C:27]([O:29][CH2:30][CH2:31][F:32])=[O:28])=[CH:22][CH:21]=3)=[CH:16][C:14]=2[N:15]=1. The yield is 0.350. (8) The reactants are [CH3:1][C:2]1[N:3]=[C:4]([N:10]2[C:14]3[CH:15]=[CH:16][CH:17]=[CH:18][C:13]=3[NH:12][C:11]2=[O:19])[S:5][C:6]=1[C:7]([O-:9])=[O:8].[F:20][C:21]1[CH:28]=[CH:27][C:24]([CH2:25]Br)=[CH:23][CH:22]=1.C(=O)([O-])[O-].[K+].[K+].O1CC[CH2:37][CH2:36]1. No catalyst specified. The product is [F:20][C:21]1[CH:28]=[CH:27][C:24]([CH2:25][N:12]2[C:13]3[CH:18]=[CH:17][CH:16]=[CH:15][C:14]=3[N:10]([C:4]3[S:5][C:6]([C:7]([O:9][CH2:36][CH3:37])=[O:8])=[C:2]([CH3:1])[N:3]=3)[C:11]2=[O:19])=[CH:23][CH:22]=1. The yield is 0.590. (9) The reactants are [NH2:1][C:2]1[N:10]=[C:9](Cl)[N:8]=[C:7]2[C:3]=1[N:4]=[CH:5][N:6]2[CH2:12][C:13]1[CH:14]=[C:15]([CH:20]=[CH:21][CH:22]=1)[C:16]([O:18][CH3:19])=[O:17].[C:23](=[O:26])([O-])[O-].[K+].[K+].I[CH3:30].CN(C)[CH:33]=[O:34]. No catalyst specified. The product is [NH2:1][C:2]1[N:10]=[C:9]([O:34][CH2:33][CH2:30][O:26][CH3:23])[N:8]=[C:7]2[C:3]=1[N:4]=[CH:5][N:6]2[CH2:12][C:13]1[CH:14]=[C:15]([CH:20]=[CH:21][CH:22]=1)[C:16]([O:18][CH3:19])=[O:17]. The yield is 0.650. (10) The reactants are [ClH:1].O1CCOCC1.OC(C(F)(F)F)=O.[C:15]1([NH:21][C:22]2[O:23][CH:24]=[C:25]([C:27]([N:29]3[CH2:34][CH2:33][N:32](C(OC(C)(C)C)=O)[CH2:31][CH:30]3[CH2:42][O:43][C:44]3[CH:45]=[N:46][CH:47]=[CH:48][CH:49]=3)=[O:28])[N:26]=2)[CH:20]=[CH:19][CH:18]=[CH:17][CH:16]=1. The catalyst is CO. The product is [ClH:1].[ClH:1].[C:15]1([NH:21][C:22]2[O:23][CH:24]=[C:25]([C:27]([N:29]3[CH2:34][CH2:33][NH:32][CH2:31][CH:30]3[CH2:42][O:43][C:44]3[CH:45]=[N:46][CH:47]=[CH:48][CH:49]=3)=[O:28])[N:26]=2)[CH:16]=[CH:17][CH:18]=[CH:19][CH:20]=1. The yield is 0.830.